Dataset: Reaction yield outcomes from USPTO patents with 853,638 reactions. Task: Predict the reaction yield, written as a fraction of the theoretical maximum amount of product (1.0 means a 100% yield; for example, 0.34 means a 34% yield). (1) The reactants are [NH2:1][C:2]1[CH:7]=[CH:6][C:5](Br)=[CH:4][N:3]=1.C([Li])CCC.Cl[Si](C)(C)CC[Si](Cl)(C)C.[C:24]1([S:30]([N:33]2[C:37]3=[N:38][CH:39]=[C:40]([Cl:42])[CH:41]=[C:36]3[C:35]([CH:43]=[O:44])=[CH:34]2)(=[O:32])=[O:31])[CH:29]=[CH:28][CH:27]=[CH:26][CH:25]=1. The catalyst is O1CCCC1.O. The product is [NH2:1][C:2]1[N:3]=[CH:4][C:5]([CH:43]([C:35]2[C:36]3[C:37](=[N:38][CH:39]=[C:40]([Cl:42])[CH:41]=3)[N:33]([S:30]([C:24]3[CH:25]=[CH:26][CH:27]=[CH:28][CH:29]=3)(=[O:32])=[O:31])[CH:34]=2)[OH:44])=[CH:6][CH:7]=1. The yield is 0.509. (2) The reactants are [CH:1]([C:3]1[NH:7][C:6]([CH3:8])=[C:5]([C:9]([OH:11])=O)[C:4]=1[CH3:12])=[O:2].O[C:14]1C2N=NNC=2C=C[CH:15]=1.C([NH:25][CH2:26][CH2:27][NH:28][CH2:29][CH3:30])C.[OH-].[Na+]. The catalyst is O.[Cl-].[Na+].O.C(=O)(O)[O-].[Na+].C(N(CC)CC)C.CN(C)C=O. The product is [CH2:14]([N:28]([CH2:29][CH3:30])[CH2:27][CH2:26][NH:25][C:9]([C:5]1[C:4]([CH3:12])=[C:3]([CH:1]=[O:2])[NH:7][C:6]=1[CH3:8])=[O:11])[CH3:15]. The yield is 0.430. (3) The reactants are [Cl:1][C:2]1[N:7]2[N:8]=[C:9]([C:13]3[CH:18]=[CH:17][C:16]([F:19])=[CH:15][CH:14]=3)[C:10]([CH:11]=[O:12])=[C:6]2[CH:5]=[CH:4][CH:3]=1.[C:20]([Mg]Br)#[C:21][CH3:22].C(=O)(O)[O-].[Na+]. The catalyst is O1CCCC1. The product is [Cl:1][C:2]1[N:7]2[N:8]=[C:9]([C:13]3[CH:18]=[CH:17][C:16]([F:19])=[CH:15][CH:14]=3)[C:10]([CH:11]([OH:12])[C:20]#[C:21][CH3:22])=[C:6]2[CH:5]=[CH:4][CH:3]=1. The yield is 0.720. (4) The reactants are [N+:1]([C:4]1[CH:5]=[C:6]([CH:9]=[CH:10][CH:11]=1)[CH2:7]Cl)([O-:3])=[O:2].[C-:12]#[N:13].[K+]. The catalyst is CO.O. The product is [N+:1]([C:4]1[CH:5]=[C:6]([CH2:7][C:12]#[N:13])[CH:9]=[CH:10][CH:11]=1)([O-:3])=[O:2]. The yield is 0.560. (5) The reactants are [Cl:1][C:2]1[C:3]([F:26])=[CH:4][C:5]([OH:25])=[C:6]([C:8]2([CH2:23]O)[C:16]3[C:11](=[CH:12][CH:13]=[CH:14][CH:15]=3)[N:10]([CH2:17][CH2:18][CH2:19][CH2:20][CH3:21])[C:9]2=[O:22])[CH:7]=1.C1(CCN2C3C(=CC=CC=3)C(C3C(O)=CC4OCOC=4C=3)(CO)C2=O)CC1. No catalyst specified. The product is [Cl:1][C:2]1[C:3]([F:26])=[CH:4][C:5]2[O:25][CH2:23][C:8]3([C:16]4[C:11](=[CH:12][CH:13]=[CH:14][CH:15]=4)[N:10]([CH2:17][CH2:18][CH2:19][CH2:20][CH3:21])[C:9]3=[O:22])[C:6]=2[CH:7]=1. The yield is 0.800. (6) The reactants are [C:1]1([O:11][CH2:12][C:13]([NH:15][C@H:16]([C:21]([NH:23][C@H:24]([CH:33]=[O:34])[CH2:25][C:26](=NNC(N)=O)[OH:27])=[O:22])[CH2:17][CH:18]([CH3:20])[CH3:19])=[O:14])[C:10]2[C:5](=[CH:6][CH:7]=[CH:8][CH:9]=2)[CH:4]=[CH:3][CH:2]=1.C(O)(=[O:37])C.CO. The catalyst is C=O.O. The product is [C:1]1([O:11][CH2:12][C:13]([NH:15][C@H:16]([C:21]([NH:23][C@H:24]([CH:33]=[O:34])[CH2:25][C:26]([OH:27])=[O:37])=[O:22])[CH2:17][CH:18]([CH3:20])[CH3:19])=[O:14])[C:10]2[C:5](=[CH:6][CH:7]=[CH:8][CH:9]=2)[CH:4]=[CH:3][CH:2]=1. The yield is 0.790.